This data is from Full USPTO retrosynthesis dataset with 1.9M reactions from patents (1976-2016). The task is: Predict the reactants needed to synthesize the given product. (1) The reactants are: C([N:8]([CH2:32][CH2:33][O:34][CH3:35])[CH2:9][CH2:10][O:11][C:12]1[CH:13]=[C:14]2[C:18](=[CH:19][CH:20]=1)[NH:17][C:16]([C:21]1[C:22](=[O:31])[NH:23][C:24]3[C:29]([CH:30]=1)=[CH:28][CH:27]=[CH:26][CH:25]=3)=[CH:15]2)C1C=CC=CC=1. Given the product [CH3:35][O:34][CH2:33][CH2:32][NH:8][CH2:9][CH2:10][O:11][C:12]1[CH:13]=[C:14]2[C:18](=[CH:19][CH:20]=1)[NH:17][C:16]([C:21]1[C:22](=[O:31])[NH:23][C:24]3[C:29]([CH:30]=1)=[CH:28][CH:27]=[CH:26][CH:25]=3)=[CH:15]2, predict the reactants needed to synthesize it. (2) Given the product [Br:11][C:12]1[CH:13]=[CH:14][C:15]([CH2:18][O:4][CH2:3][C:2]([F:8])([F:1])[CH2:5][O:6][CH3:7])=[N:16][CH:17]=1, predict the reactants needed to synthesize it. The reactants are: [F:1][C:2]([F:8])([CH2:5][O:6][CH3:7])[CH2:3][OH:4].[H-].[Na+].[Br:11][C:12]1[CH:13]=[CH:14][C:15]([CH2:18]Br)=[N:16][CH:17]=1. (3) Given the product [N+:15]([C:4]1[CH:3]=[CH:2][C:1]([CH:7]([CH2:11][C:12]([OH:14])=[O:13])[C:8]([OH:10])=[O:9])=[CH:6][CH:5]=1)([O-:17])=[O:16], predict the reactants needed to synthesize it. The reactants are: [C:1]1([CH:7]([CH2:11][C:12]([OH:14])=[O:13])[C:8]([OH:10])=[O:9])[CH:6]=[CH:5][CH:4]=[CH:3][CH:2]=1.[N+:15]([O-])([OH:17])=[O:16]. (4) Given the product [C:26]1([C:32]#[C:33][C:2]2[CH:3]=[C:4]([O:21][C:22]([F:23])([F:25])[F:24])[CH:5]=[C:6]3[C:11]=2[O:10][CH:9]([C:12]([F:14])([F:15])[F:13])[C:8]([C:16]([O:18][CH2:19][CH3:20])=[O:17])=[CH:7]3)[CH:31]=[CH:30][CH:29]=[CH:28][CH:27]=1, predict the reactants needed to synthesize it. The reactants are: I[C:2]1[CH:3]=[C:4]([O:21][C:22]([F:25])([F:24])[F:23])[CH:5]=[C:6]2[C:11]=1[O:10][CH:9]([C:12]([F:15])([F:14])[F:13])[C:8]([C:16]([O:18][CH2:19][CH3:20])=[O:17])=[CH:7]2.[C:26]1([C:32]#[CH:33])[CH:31]=[CH:30][CH:29]=[CH:28][CH:27]=1.